Dataset: Forward reaction prediction with 1.9M reactions from USPTO patents (1976-2016). Task: Predict the product of the given reaction. (1) Given the reactants [H-].[Na+].[C:3]1([SH:9])[CH:8]=[CH:7][CH:6]=[CH:5][CH:4]=1.Cl[C:11]1[CH:16]=[CH:15][C:14]([C:17]2[S:18][C:19]3[N:20]=[CH:21][N:22]=[CH:23][C:24]=3[N:25]=2)=[CH:13][C:12]=1[C:26]#[N:27].O, predict the reaction product. The product is: [C:26]([C:12]1[CH:13]=[C:14]([C:17]2[S:18][C:19]3[N:20]=[CH:21][N:22]=[CH:23][C:24]=3[N:25]=2)[CH:15]=[CH:16][C:11]=1[S:9][C:3]1[CH:8]=[CH:7][CH:6]=[CH:5][CH:4]=1)#[N:27]. (2) The product is: [F:18][C:19]1[CH:20]=[C:21]([NH:34][C:35]2[CH:40]=[C:39]([OH:41])[CH:38]=[CH:37][C:36]=2[C:43]2[CH:52]=[CH:51][C:50]3[C:45](=[CH:46][CH:47]=[CH:48][CH:49]=3)[CH:44]=2)[CH:22]=[CH:23][C:24]=1[O:25][CH2:26][CH2:27][N:28]1[CH2:29][CH2:30][CH2:31][CH2:32][CH2:33]1. Given the reactants BrC1C=CC(OCCN2CCCCC2)=C(F)C=1.[F:18][C:19]1[CH:20]=[C:21]([NH:34][C:35]2[CH:40]=[C:39]([O:41]C)[CH:38]=[CH:37][C:36]=2[C:43]2[CH:52]=[CH:51][C:50]3[C:45](=[CH:46][CH:47]=[CH:48][CH:49]=3)[CH:44]=2)[CH:22]=[CH:23][C:24]=1[O:25][CH2:26][CH2:27][N:28]1[CH2:33][CH2:32][CH2:31][CH2:30][CH2:29]1, predict the reaction product. (3) Given the reactants [F:1][C:2]([F:18])([F:17])[C:3]1[CH:8]=[CH:7][C:6]([C:9]2[O:13][N:12]=[CH:11][C:10]=2[C:14]([OH:16])=O)=[CH:5][CH:4]=1.[CH2:19]([CH:21]1[CH2:26][NH:25][CH:24]([CH3:27])[CH2:23][CH2:22]1)[CH3:20], predict the reaction product. The product is: [CH2:19]([CH:21]1[CH2:26][N:25]([C:14]([C:10]2[CH:11]=[N:12][O:13][C:9]=2[C:6]2[CH:5]=[CH:4][C:3]([C:2]([F:1])([F:18])[F:17])=[CH:8][CH:7]=2)=[O:16])[CH:24]([CH3:27])[CH2:23][CH2:22]1)[CH3:20]. (4) Given the reactants [CH3:1][N:2]1[C:6]([C:7]([F:10])([F:9])[F:8])=[CH:5][C:4](OS(C2C=CC(C)=CC=2)(=O)=O)=[N:3]1.[CH:22]#[C:23][CH2:24][CH2:25][CH2:26][CH2:27][CH3:28], predict the reaction product. The product is: [C:22]([C:4]1[CH:5]=[C:6]([C:7]([F:8])([F:9])[F:10])[N:2]([CH3:1])[N:3]=1)#[C:23][CH2:24][CH2:25][CH2:26][CH2:27][CH3:28]. (5) Given the reactants [CH:1]1([C:4](O)=O)C[CH2:2]1.C1(P(N=[N+]=[N-])(C2C=CC=CC=2)=[O:14])C=CC=CC=1.C([N:26]([CH2:29]C)CC)C.[NH2:31][C:32]1[C:33]([OH:43])=[C:34]([S:39]([NH2:42])(=[O:41])=[O:40])[C:35]([Cl:38])=[CH:36][CH:37]=1, predict the reaction product. The product is: [NH2:42][S:39]([C:34]1[C:33]([OH:43])=[C:32]([NH:31][C:29]([NH:26][CH:4]2[CH2:2][CH2:1]2)=[O:14])[CH:37]=[CH:36][C:35]=1[Cl:38])(=[O:41])=[O:40]. (6) The product is: [C:14]1([N:9]2[CH:10]=[CH:11][C:12](=[O:13])[C:7]([C:5]3[N:21]([C:23]4[CH:28]=[CH:27][CH:26]=[CH:25][N:24]=4)[N:2]=[CH:3][CH:4]=3)=[N:8]2)[CH:19]=[CH:18][CH:17]=[CH:16][CH:15]=1. Given the reactants C[N:2](C)/[CH:3]=[CH:4]/[C:5]([C:7]1[C:12](=[O:13])[CH:11]=[CH:10][N:9]([C:14]2[CH:19]=[CH:18][CH:17]=[CH:16][CH:15]=2)[N:8]=1)=O.[NH:21]([C:23]1[CH:28]=[CH:27][CH:26]=[CH:25][N:24]=1)N, predict the reaction product. (7) Given the reactants [C:1](O)(C(F)(F)F)=[O:2].[CH2:8]([N:10]([CH2:36][CH3:37])[C:11]([C:13]1[CH:14]=[CH:15][C:16]2[N:17]([CH:27]3[CH2:33][CH:32]4[N:34](C)[CH:29]([CH2:30][CH2:31]4)[CH2:28]3)[C:18]3[C:23]([O:24][C:25]=2[CH:26]=1)=[CH:22][CH:21]=[CH:20][CH:19]=3)=[O:12])[CH3:9].ClC(OC(Cl)C)=O, predict the reaction product. The product is: [CH2:8]([N:10]([CH2:36][CH3:37])[C:11]([C:13]1[CH:14]=[CH:15][C:16]2[N:17]([CH:27]3[CH2:33][CH:32]4[NH:34][CH:29]([CH2:30][CH2:31]4)[CH2:28]3)[C:18]3[C:23]([O:24][C:25]=2[CH:26]=1)=[C:22]([O:2][CH3:1])[CH:21]=[CH:20][CH:19]=3)=[O:12])[CH3:9]. (8) Given the reactants [CH3:1][C:2]([N:10]1[CH:14]=[C:13]([NH:15][C:16](=[O:22])[CH:17]([NH2:21])[CH2:18][CH2:19][CH3:20])[N:12]=[CH:11]1)([CH3:9])[CH2:3][N:4]1[CH2:8][CH2:7][CH2:6][CH2:5]1.[F:23][C:24]1[CH:33]=[C:32]([F:34])[CH:31]=[C:30]2[C:25]=1[CH2:26][CH2:27][C:28](=O)[CH2:29]2, predict the reaction product. The product is: [CH3:1][C:2]([N:10]1[CH:14]=[C:13]([NH:15][C:16](=[O:22])[CH:17]([NH:21][CH:28]2[CH2:27][CH2:26][C:25]3[C:30](=[CH:31][C:32]([F:34])=[CH:33][C:24]=3[F:23])[CH2:29]2)[CH2:18][CH2:19][CH3:20])[N:12]=[CH:11]1)([CH3:9])[CH2:3][N:4]1[CH2:8][CH2:7][CH2:6][CH2:5]1. (9) Given the reactants [Br:1][C:2]1[CH:10]=[CH:9][CH:8]=[C:7]2[C:3]=1[CH:4]=[CH:5][N:6]2[C@@H:11]1[O:28][C@H:27]([CH2:29][O:30]C(=O)C)[C@@H:22]([O:23]C(=O)C)[C@H:17]([O:18]C(=O)C)[C@H:12]1[O:13]C(=O)C.[I:34][C:35]1[CH:43]=[CH:42][C:38]([C:39](Cl)=O)=[CH:37][CH:36]=1, predict the reaction product. The product is: [Br:1][C:2]1[CH:10]=[CH:9][CH:8]=[C:7]2[C:3]=1[C:4]([CH2:39][C:38]1[CH:42]=[CH:43][C:35]([I:34])=[CH:36][CH:37]=1)=[CH:5][N:6]2[C@@H:11]1[O:28][C@H:27]([CH2:29][OH:30])[C@@H:22]([OH:23])[C@H:17]([OH:18])[C@H:12]1[OH:13]. (10) Given the reactants [CH2:1]([O:4][C:5]1([CH3:46])[CH2:10][CH2:9][N:8]([C:11]2[N:16]3[N:17]=[C:18]([CH2:20][O:21][CH2:22][C:23]4[CH:28]=[CH:27][C:26]([Cl:29])=[CH:25][C:24]=4[O:30][C@H:31]([CH2:33]C=C)[CH3:32])[CH:19]=[C:15]3[N:14]=[C:13]([CH3:36])[C:12]=2[C@H:37]([O:41][C:42]([CH3:45])([CH3:44])[CH3:43])[C:38]([OH:40])=[O:39])[CH2:7][CH2:6]1)[CH:2]=[CH2:3], predict the reaction product. The product is: [C:42]([O:41][C@@H:37]([C:12]1[C:13]([CH3:36])=[N:14][C:15]2=[CH:19][C:18]3=[N:17][N:16]2[C:11]=1[N:8]1[CH2:7][CH2:6][C:5]([CH3:46])([O:4][CH2:1][CH:2]=[CH:3][CH2:32][C@H:31]([CH3:33])[O:30][C:24]2[C:23]([CH2:22][O:21][CH2:20]3)=[CH:28][CH:27]=[C:26]([Cl:29])[CH:25]=2)[CH2:10][CH2:9]1)[C:38]([OH:40])=[O:39])([CH3:45])([CH3:44])[CH3:43].